Dataset: Full USPTO retrosynthesis dataset with 1.9M reactions from patents (1976-2016). Task: Predict the reactants needed to synthesize the given product. (1) Given the product [CH2:14]([NH:16][C:11]([C:10]1[C:6]2[CH2:5][CH2:4][CH2:3][C:2](=[O:1])[C:7]=2[S:8][CH:9]=1)=[O:13])[CH3:15], predict the reactants needed to synthesize it. The reactants are: [O:1]=[C:2]1[C:7]2[S:8][CH:9]=[C:10]([C:11]([OH:13])=O)[C:6]=2[CH2:5][CH2:4][CH2:3]1.[CH2:14]([N:16](CC)CC)[CH3:15].C(Cl)(=O)OCC.C(N)C.O1CCCC1. (2) Given the product [OH:32][C:3]1[CH:2]=[CH:7][C:8]([C:9]2([C:11]3[CH:16]=[CH:15][CH:14]=[C:13]([O:17][C:18]4[CH:23]=[CH:22][CH:21]=[C:20]([O:24][CH3:25])[CH:19]=4)[CH:12]=3)[NH:31][C:29](=[S:30])[N:28]([CH3:35])[C:27]2=[O:34])=[CH:5][CH:4]=1, predict the reactants needed to synthesize it. The reactants are: O[C:2]1[CH:7]=C[C:5]([C:8](=O)[C:9]([C:11]2[CH:16]=[CH:15][CH:14]=[C:13]([O:17][C:18]3[CH:23]=[CH:22][CH:21]=[C:20]([O:24][CH3:25])[CH:19]=3)[CH:12]=2)=O)=[CH:4][CH:3]=1.[CH3:27][NH:28][C:29]([NH2:31])=[S:30].[OH-:32].[K+].[OH2:34].[CH3:35]S(C)=O. (3) Given the product [Br:17][C:12]1[CH:11]=[C:10]([CH3:15])[CH:9]=[C:8]2[C:13]=1[CH2:14][CH:6]([CH3:5])[C:7]2=[O:16], predict the reactants needed to synthesize it. The reactants are: [Al+3].[Cl-].[Cl-].[Cl-].[CH3:5][CH:6]1[CH2:14][C:13]2[C:8](=[CH:9][C:10]([CH3:15])=[CH:11][CH:12]=2)[C:7]1=[O:16].[Br:17]Br.Cl. (4) Given the product [CH3:1][C:2]1[C:7]([CH2:8][S:9][C:10]2[CH:15]=[CH:14][C:13]([NH2:16])=[CH:12][CH:22]=2)=[CH:6][CH:5]=[CH:4][N:3]=1, predict the reactants needed to synthesize it. The reactants are: [CH3:1][C:2]1[C:7]([CH2:8][S:9][C:10]2[CH:15]=[CH:14][C:13]([N+:16]([O-])=O)=[CH:12]N=2)=[CH:6][CH:5]=[CH:4][N:3]=1.[Cl-].[Ca+2].[Cl-].[CH2:22](O)C. (5) Given the product [NH2:17][C:8]1[CH:9]=[CH:10][C:11]([C:13]([F:16])([F:15])[F:14])=[CH:12][C:7]=1[C:5]([C:4]1[CH:24]=[CH:25][CH:26]=[C:27]([O:28][CH3:29])[C:3]=1[O:2][CH3:1])=[O:6], predict the reactants needed to synthesize it. The reactants are: [CH3:1][O:2][C:3]1[C:27]([O:28][CH3:29])=[CH:26][CH:25]=[CH:24][C:4]=1[C:5]([C:7]1[CH:12]=[C:11]([C:13]([F:16])([F:15])[F:14])[CH:10]=[CH:9][C:8]=1[NH:17]C(=O)C(C)(C)C)=[O:6].[OH-].[Na+]. (6) The reactants are: N1C2C(=CC=CC=2)C=NC=1.[Cl:11][C:12]1[CH:13]=[C:14]([C:16]([F:20])=[CH:17][C:18]=1[Cl:19])[NH2:15].Cl[C:22]1[C:31]2[C:26](=[CH:27][CH:28]=[C:29]([N+:32]([O-:34])=[O:33])[CH:30]=2)[N:25]=[CH:24][N:23]=1. Given the product [Cl:11][C:12]1[CH:13]=[C:14]([NH:15][C:22]2[C:31]3[C:26](=[CH:27][CH:28]=[C:29]([N+:32]([O-:34])=[O:33])[CH:30]=3)[N:25]=[CH:24][N:23]=2)[C:16]([F:20])=[CH:17][C:18]=1[Cl:19], predict the reactants needed to synthesize it.